Dataset: Forward reaction prediction with 1.9M reactions from USPTO patents (1976-2016). Task: Predict the product of the given reaction. (1) The product is: [F:1][C:2]([F:11])([F:10])[C:3]1[CH:4]=[C:5]([N:15]2[CH2:16][CH2:17][CH:13]([OH:12])[CH2:14]2)[CH:6]=[CH:7][CH:8]=1. Given the reactants [F:1][C:2]([F:11])([F:10])[C:3]1[CH:4]=[C:5](Br)[CH:6]=[CH:7][CH:8]=1.[OH:12][CH:13]1[CH2:17][CH2:16][NH:15][CH2:14]1, predict the reaction product. (2) Given the reactants [N:1]1([CH2:6][CH2:7][CH2:8][NH:9][C:10]([C:12]2[CH:21]=[CH:20][C:19]3[C:14](=[C:15](Br)[CH:16]=[N:17][CH:18]=3)[N:13]=2)=[O:11])[CH:5]=[CH:4][N:3]=[CH:2]1.[O:23]1[CH2:28][CH:27]=[C:26](B2OC(C)(C)C(C)(C)O2)[CH2:25][CH2:24]1.C(=O)([O-])[O-].[Cs+].[Cs+], predict the reaction product. The product is: [N:1]1([CH2:6][CH2:7][CH2:8][NH:9][C:10]([C:12]2[CH:21]=[CH:20][C:19]3[C:14](=[C:15]([C:26]4[CH2:27][CH2:28][O:23][CH2:24][CH:25]=4)[CH:16]=[N:17][CH:18]=3)[N:13]=2)=[O:11])[CH:5]=[CH:4][N:3]=[CH:2]1. (3) Given the reactants [N:1]1([C:6]2[N:19]=[C:10]3[S:11][C:12]4[C:17](=O)[NH:16][CH:15]=[N:14][C:13]=4[C:9]3=[C:8]3[CH2:20][CH2:21][O:22][CH2:23][C:7]=23)[CH2:5][CH2:4][CH2:3][CH2:2]1.P(Cl)(Cl)([Cl:26])=O, predict the reaction product. The product is: [Cl:26][C:17]1[N:16]=[CH:15][N:14]=[C:13]2[C:9]3[C:10](=[N:19][C:6]([N:1]4[CH2:5][CH2:4][CH2:3][CH2:2]4)=[C:7]4[CH2:23][O:22][CH2:21][CH2:20][C:8]=34)[S:11][C:12]=12. (4) Given the reactants [CH2:1]([O:4][N:5]([C@H:18]1[CH2:23][N:22]([C:24]([O:26][C:27]([CH3:30])([CH3:29])[CH3:28])=[O:25])[C@H:21]([CH2:31][O:32][Si](C(C)(C)C)(C)C)[C:20]([CH:40]2[CH2:42][CH2:41]2)=[CH:19]1)[S:6]([C:9]1[CH:14]=[CH:13][CH:12]=[CH:11][C:10]=1[N+:15]([O-:17])=[O:16])(=[O:8])=[O:7])[CH:2]=[CH2:3].C(ON([C@H]1CN(C(OC(C)(C)C)=O)[C@H](CO)C=C1C)S(C1C=CC=CC=1[N+]([O-])=O)(=O)=O)C=C, predict the reaction product. The product is: [CH2:1]([O:4][N:5]([C@H:18]1[CH2:23][N:22]([C:24]([O:26][C:27]([CH3:29])([CH3:30])[CH3:28])=[O:25])[C@H:21]([CH2:31][OH:32])[C:20]([CH:40]2[CH2:41][CH2:42]2)=[CH:19]1)[S:6]([C:9]1[CH:14]=[CH:13][CH:12]=[CH:11][C:10]=1[N+:15]([O-:17])=[O:16])(=[O:8])=[O:7])[CH:2]=[CH2:3]. (5) Given the reactants [CH:1]([C:3]1[S:7][C:6]([C:8]([OH:10])=O)=[C:5]([CH3:11])[C:4]=1[CH3:12])=[O:2].[CH2:13]([C:15]1[CH:20]=[C:19]([C:21](=[NH:24])[NH:22]O)[CH:18]=[C:17]([CH3:25])[C:16]=1[CH2:26][CH2:27][C:28]([OH:30])=[O:29])[CH3:14], predict the reaction product. The product is: [CH2:13]([C:15]1[CH:20]=[C:19]([C:21]2[N:22]=[C:8]([C:6]3[S:7][C:3]([CH:1]=[O:2])=[C:4]([CH3:12])[C:5]=3[CH3:11])[O:10][N:24]=2)[CH:18]=[C:17]([CH3:25])[C:16]=1[CH2:26][CH2:27][C:28]([OH:30])=[O:29])[CH3:14]. (6) Given the reactants [C:1]([O:4][C@@H:5]1[C@@H:18]([O:19][C:20](=[O:22])[CH3:21])[C@H:17]([O:23][C:24](=[O:26])[CH3:25])[CH2:16][S:15][C@H:6]1[O:7][C:8]1[CH:13]=[CH:12][CH:11]=[C:10](Br)[CH:9]=1)(=[O:3])[CH3:2].CC1(C)C(C)(C)OB([C:35]2[C:36]([CH3:42])=[N:37][N:38]([CH3:41])[C:39]=2[CH3:40])O1, predict the reaction product. The product is: [C:1]([O:4][C@@H:5]1[C@@H:18]([O:19][C:20](=[O:22])[CH3:21])[C@H:17]([O:23][C:24](=[O:26])[CH3:25])[CH2:16][S:15][C@H:6]1[O:7][C:8]1[CH:13]=[CH:12][CH:11]=[C:10]([C:35]2[C:36]([CH3:42])=[N:37][N:38]([CH3:41])[C:39]=2[CH3:40])[CH:9]=1)(=[O:3])[CH3:2]. (7) Given the reactants COC[O:4][C:5]1[CH:10]=[C:9]([O:11]COC)[CH:8]=[CH:7][C:6]=1[C:15]1[CH2:20][CH2:19][CH2:18][C:17](=[O:21])[CH:16]=1, predict the reaction product. The product is: [OH:4][C:5]1[CH:10]=[C:9]([OH:11])[CH:8]=[CH:7][C:6]=1[C:15]1[CH2:20][CH2:19][CH2:18][C:17](=[O:21])[CH:16]=1. (8) Given the reactants [OH:1][CH2:2][CH:3]1[O:7][C:6](=[O:8])[N:5]([C:9]2[CH:10]=[CH:11][C:12]3[C:18](=[O:19])[CH2:17][CH2:16][CH2:15][O:14][C:13]=3[CH:20]=2)[CH2:4]1.CCN(CC)CC.C1COCC1.[CH3:33][S:34](Cl)(=[O:36])=[O:35], predict the reaction product. The product is: [CH3:33][S:34]([O:1][CH2:2][CH:3]1[O:7][C:6](=[O:8])[N:5]([C:9]2[CH:10]=[CH:11][C:12]3[C:18](=[O:19])[CH2:17][CH2:16][CH2:15][O:14][C:13]=3[CH:20]=2)[CH2:4]1)(=[O:36])=[O:35]. (9) Given the reactants [Br-].[Br-].[Br-].[NH+]1C=CC=CC=1.[NH+]1C=CC=CC=1.[NH+]1C=CC=CC=1.[N:22]1[CH:27]=[C:26]([C:28]2[CH:36]=[CH:35][CH:34]=[C:33]3[C:29]=2[CH:30]=[CH:31][NH:32]3)[CH:25]=[N:24][CH:23]=1.[OH2:37], predict the reaction product. The product is: [N:24]1[CH:25]=[C:26]([C:28]2[CH:36]=[CH:35][CH:34]=[C:33]3[C:29]=2[CH2:30][C:31](=[O:37])[NH:32]3)[CH:27]=[N:22][CH:23]=1. (10) Given the reactants Cl.Cl[CH2:3][C:4]1[CH:13]=[CH:12][C:11]2[C:6](=[CH:7][CH:8]=[CH:9][CH:10]=2)[N:5]=1.[CH2:14]([NH2:17])[CH2:15][NH2:16].C(=O)([O-])[O-].[K+].[K+], predict the reaction product. The product is: [N:5]1[C:6]2[C:11](=[CH:10][CH:9]=[CH:8][CH:7]=2)[CH:12]=[CH:13][C:4]=1[CH2:3][N:16]([CH2:3][C:4]1[CH:13]=[CH:12][C:11]2[C:6](=[CH:7][CH:8]=[CH:9][CH:10]=2)[N:5]=1)[CH2:15][CH2:14][N:17]([CH2:3][C:4]1[CH:13]=[CH:12][C:11]2[C:6](=[CH:7][CH:8]=[CH:9][CH:10]=2)[N:5]=1)[CH2:3][C:4]1[CH:13]=[CH:12][C:11]2[C:6](=[CH:7][CH:8]=[CH:9][CH:10]=2)[N:5]=1.